This data is from Full USPTO retrosynthesis dataset with 1.9M reactions from patents (1976-2016). The task is: Predict the reactants needed to synthesize the given product. (1) Given the product [Br:1][C:2]1[C:3]([O:21][CH3:22])=[C:4]([C:8]2[N:12]([CH2:13][O:14][CH2:15][CH2:16][Si:17]([CH3:18])([CH3:20])[CH3:19])[C:11]([CH:31]=[O:32])=[N:10][CH:9]=2)[CH:5]=[CH:6][CH:7]=1, predict the reactants needed to synthesize it. The reactants are: [Br:1][C:2]1[C:3]([O:21][CH3:22])=[C:4]([C:8]2[N:12]([CH2:13][O:14][CH2:15][CH2:16][Si:17]([CH3:20])([CH3:19])[CH3:18])[CH:11]=[N:10][CH:9]=2)[CH:5]=[CH:6][CH:7]=1.[Li]CCCC.CN([CH:31]=[O:32])C. (2) Given the product [C:37]([O:7][CH2:8][CH2:9][CH2:10][CH2:11][CH2:12][CH2:13][O:14][C:15]1[CH:20]=[CH:19][C:18]([C:21]2[CH:22]=[CH:23][C:24]([C:27]([OH:29])=[O:28])=[CH:25][CH:26]=2)=[CH:17][CH:16]=1)(=[O:41])[C:38]([CH3:40])=[CH2:39], predict the reactants needed to synthesize it. The reactants are: O1CCOCC1.[OH:7][CH2:8][CH2:9][CH2:10][CH2:11][CH2:12][CH2:13][O:14][C:15]1[CH:20]=[CH:19][C:18]([C:21]2[CH:26]=[CH:25][C:24]([C:27]([OH:29])=[O:28])=[CH:23][CH:22]=2)=[CH:17][CH:16]=1.C(N(CC)CC)C.[C:37](Cl)(=[O:41])[C:38]([CH3:40])=[CH2:39]. (3) The reactants are: [Br:1][C:2]1[CH:3]=[C:4]([CH:7]=[CH:8][C:9]=1[CH:10]=O)[C:5]#[N:6].[Na+].[C:13]1([S:19]([O-:21])=[O:20])[CH:18]=[CH:17][CH:16]=[CH:15][CH:14]=1.C([NH:26][C:27](=[O:29])[O-:28])(C)(C)C.[CH:30](O)=O.[CH2:33]1[CH2:37]OC[CH2:34]1. Given the product [C:33]([O:28][C:27](=[O:29])[NH:26][CH:10]([S:19]([C:13]1[CH:18]=[CH:17][CH:16]=[CH:15][CH:14]=1)(=[O:21])=[O:20])[C:9]1[CH:8]=[CH:7][C:4]([C:5]#[N:6])=[CH:3][C:2]=1[Br:1])([CH3:34])([CH3:37])[CH3:30], predict the reactants needed to synthesize it. (4) Given the product [N:3]1[N:25]([C:20]2[CH:21]=[CH:22][CH:23]=[CH:24][C:19]=2[C:56]([N:36]2[CH:35]([CH3:34])[CH:40]3[CH2:41][CH:37]2[CH:38]([NH:42][C:43]2[CH:48]=[N:47][C:46]([C:49]([F:52])([F:50])[F:51])=[CH:45][N:44]=2)[CH2:39]3)=[O:57])[N:26]=[CH:1][CH:2]=1, predict the reactants needed to synthesize it. The reactants are: [CH3:1][CH2:2][N:3](C(C)C)C(C)C.CN(C(ON1[N:26]=[N:25][C:20]2[CH:21]=[CH:22][CH:23]=[CH:24][C:19]1=2)=[N+](C)C)C.F[P-](F)(F)(F)(F)F.[CH3:34][CH:35]1[CH:40]2[CH2:41][CH:37]([CH:38]([NH:42][C:43]3[CH:48]=[N:47][C:46]([C:49]([F:52])([F:51])[F:50])=[CH:45][N:44]=3)[CH2:39]2)[NH:36]1.CN([CH:56]=[O:57])C. (5) Given the product [CH:1]([O:4][C:5]1[N:10]=[C:9]([C:11]2[CH:12]=[C:13]3[C:17](=[CH:18][CH:19]=2)[NH:16][CH:15]=[C:14]3[C:20]2[O:24][C:23]([N:48]3[CH2:49][CH2:50][CH:51]([NH:54][C:55](=[O:61])[O:56][C:57]([CH3:59])([CH3:58])[CH3:60])[CH2:52][CH2:53]3)=[N:22][N:21]=2)[CH:8]=[N:7][CH:6]=1)([CH3:3])[CH3:2], predict the reactants needed to synthesize it. The reactants are: [CH:1]([O:4][C:5]1[N:10]=[C:9]([C:11]2[CH:12]=[C:13]3[C:17](=[CH:18][CH:19]=2)[NH:16][CH:15]=[C:14]3[C:20]2[O:24][C:23](=O)[NH:22][N:21]=2)[CH:8]=[N:7][CH:6]=1)([CH3:3])[CH3:2].CCN(C(C)C)C(C)C.O(C1C=CC=CC=1)C1C=CC=CC=1.[NH:48]1[CH2:53][CH2:52][CH:51]([NH:54][C:55](=[O:61])[O:56][C:57]([CH3:60])([CH3:59])[CH3:58])[CH2:50][CH2:49]1.F[P-](F)(F)(F)(F)F.N1(O[P+](N(C)C)(N(C)C)N(C)C)C2C=CC=CC=2N=N1. (6) Given the product [CH3:1][C:2]1[N:3]=[CH:4][CH:5]=[C:6]2[C:11]=1[C:10](=[O:12])[N:9]([CH3:13])[C:8]1[CH:14]=[C:15]([O:18][CH2:19][C@@H:20]([N:25]3[C:46](=[O:48])[C:45]4[C:4](=[CH:5][CH:6]=[CH:7][CH:8]=4)[C:26]3=[O:27])[CH2:21][CH:22]([CH3:24])[CH3:23])[CH:16]=[CH:17][C:7]2=1, predict the reactants needed to synthesize it. The reactants are: [CH3:1][C:2]1[N:3]=[CH:4][CH:5]=[C:6]2[C:11]=1[C:10](=[O:12])[N:9]([CH3:13])[C:8]1[CH:14]=[C:15]([O:18][CH2:19][C@@H:20]([NH:25][C:26](=O)[O:27]C(C)(C)C)[CH2:21][CH:22]([CH3:24])[CH3:23])[CH:16]=[CH:17][C:7]2=1.I(O)(=O)(=O)=O.OS(O)(=O)=O.II.[CH3:45][C:46]([OH:48])=O. (7) Given the product [CH:6]([C@H:19]1[CH2:24][C@H:23]([O:25][S:2]([CH3:1])(=[O:4])=[O:3])[CH2:22][CH2:21][O:20]1)([C:13]1[CH:18]=[CH:17][CH:16]=[CH:15][CH:14]=1)[C:7]1[CH:8]=[CH:9][CH:10]=[CH:11][CH:12]=1, predict the reactants needed to synthesize it. The reactants are: [CH3:1][S:2](Cl)(=[O:4])=[O:3].[CH:6]([C@H:19]1[CH2:24][C@H:23]([OH:25])[CH2:22][CH2:21][O:20]1)([C:13]1[CH:18]=[CH:17][CH:16]=[CH:15][CH:14]=1)[C:7]1[CH:12]=[CH:11][CH:10]=[CH:9][CH:8]=1.C(N(CC)CC)C.